Dataset: M1 muscarinic receptor agonist screen with 61,833 compounds. Task: Binary Classification. Given a drug SMILES string, predict its activity (active/inactive) in a high-throughput screening assay against a specified biological target. (1) The molecule is s\1c2c(n(CC(OC)=O)c1=N/C(=O)CSC(=O)C)cccc2. The result is 0 (inactive). (2) The molecule is S(c1ncnc2c3c(oc12)cccc3)CC(=O)Nc1sc(nn1)CC. The result is 0 (inactive). (3) The molecule is S(CC(=O)N1CCCCC1)c1n(c(nn1)COc1c(cccc1)C)CC. The result is 0 (inactive). (4) The drug is s1c(N2CCC(CC2)C(=O)NC2CCCc3c2cccc3)nn2c1nc(cc2=O)C. The result is 0 (inactive). (5) The drug is S(C1CC(=O)N(C1=O)c1ccc(cc1)C(OCC)=O)CC(N)C(OCC)=O. The result is 0 (inactive). (6) The compound is S(CC(=O)N1CCC(CC1)C(OC)=O)c1oc(nn1)c1ccncc1. The result is 0 (inactive). (7) The drug is S(c1n(nnn1)C(C)C)CC(=O)Nc1cc(NC(=O)C)ccc1. The result is 0 (inactive).